Dataset: Peptide-MHC class I binding affinity with 185,985 pairs from IEDB/IMGT. Task: Regression. Given a peptide amino acid sequence and an MHC pseudo amino acid sequence, predict their binding affinity value. This is MHC class I binding data. (1) The peptide sequence is GMQIRGFVY. The MHC is HLA-A26:01 with pseudo-sequence HLA-A26:01. The binding affinity (normalized) is 0.0847. (2) The peptide sequence is LIDYNKAAL. The MHC is HLA-B15:01 with pseudo-sequence HLA-B15:01. The binding affinity (normalized) is 0.285. (3) The peptide sequence is FPVRPQVPW. The MHC is HLA-B35:01 with pseudo-sequence HLA-B35:01. The binding affinity (normalized) is 0.716. (4) The peptide sequence is ELRLLIHQSL. The binding affinity (normalized) is 0.319. The MHC is HLA-A02:03 with pseudo-sequence HLA-A02:03.